Dataset: M1 muscarinic receptor antagonist screen with 61,756 compounds. Task: Binary Classification. Given a drug SMILES string, predict its activity (active/inactive) in a high-throughput screening assay against a specified biological target. The molecule is Fc1cc(n2c3nc4c(nc3nc2c2occc2)cccc4)ccc1. The result is 0 (inactive).